Task: Predict the product of the given reaction.. Dataset: Forward reaction prediction with 1.9M reactions from USPTO patents (1976-2016) (1) Given the reactants [CH3:1][O:2][C:3]1[CH:8]=[CH:7][C:6]([N:9]2[C:13]([C:14]3[CH:19]=[CH:18][C:17]([O:20][CH3:21])=[CH:16][CH:15]=3)=[N:12][C:11]([SH:22])=[N:10]2)=[CH:5][CH:4]=1.IC.Cl[CH2:26]Cl.O, predict the reaction product. The product is: [CH3:1][O:2][C:3]1[CH:4]=[CH:5][C:6]([N:9]2[C:13]([C:14]3[CH:19]=[CH:18][C:17]([O:20][CH3:21])=[CH:16][CH:15]=3)=[N:12][C:11]([S:22][CH3:26])=[N:10]2)=[CH:7][CH:8]=1. (2) Given the reactants [CH3:1][C:2]1([CH3:23])[C:6]([CH3:8])([CH3:7])[O:5][B:4]([C:9]2[CH:14]=[CH:13][C:12]([CH:15]3[CH2:17][CH:16]3[C:18]([O:20]CC)=[O:19])=[CH:11][CH:10]=2)[O:3]1.[Li+].[OH-], predict the reaction product. The product is: [CH3:7][C:6]1([CH3:8])[C:2]([CH3:1])([CH3:23])[O:3][B:4]([C:9]2[CH:14]=[CH:13][C:12]([CH:15]3[CH2:17][CH:16]3[C:18]([OH:20])=[O:19])=[CH:11][CH:10]=2)[O:5]1. (3) Given the reactants [Br:1][C:2]1[CH:3]=[C:4]([NH:13][CH:14]2[CH2:19][CH2:18][CH2:17][CH2:16][CH2:15]2)[C:5]([CH3:12])=[C:6]([CH:11]=1)[C:7]([O:9][CH3:10])=[O:8].[C:20](=O)([O-])[O-].[Cs+].[Cs+].CI, predict the reaction product. The product is: [Br:1][C:2]1[CH:3]=[C:4]([N:13]([CH:14]2[CH2:19][CH2:18][CH2:17][CH2:16][CH2:15]2)[CH3:20])[C:5]([CH3:12])=[C:6]([CH:11]=1)[C:7]([O:9][CH3:10])=[O:8]. (4) Given the reactants [NH2:1][C:2]1[CH:3]=[N:4][CH:5]=[CH:6][C:7]=1[NH2:8].[CH:9]([CH:11]=O)=O.CCCC(C)C.CCOC(C)=O.[K+].[Br-], predict the reaction product. The product is: [N:8]1[CH:11]=[CH:9][N:1]=[C:2]2[CH:3]=[N:4][CH:5]=[CH:6][C:7]=12. (5) Given the reactants [CH3:1][O:2][C:3]1[CH:4]=[C:5]([C:12]2[NH:16][N:15]=[CH:14][CH:13]=2)[CH:6]=[CH:7][C:8]=1[N+:9]([O-:11])=[O:10].O[CH2:18][CH2:19][NH:20]C(=O)OC(C)(C)C.C1(P(C2C=CC=CC=2)C2C=CC=CC=2)C=CC=CC=1.CC(OC(/N=N/C(OC(C)C)=O)=O)C.CCO.Cl, predict the reaction product. The product is: [CH3:1][O:2][C:3]1[CH:4]=[C:5]([C:12]2[CH:13]=[CH:14][N:15]([CH2:18][CH2:19][NH2:20])[N:16]=2)[CH:6]=[CH:7][C:8]=1[N+:9]([O-:11])=[O:10].